Dataset: Full USPTO retrosynthesis dataset with 1.9M reactions from patents (1976-2016). Task: Predict the reactants needed to synthesize the given product. (1) Given the product [NH2:1][C:4]1[CH:5]=[C:6]([O:10][C:11](=[O:17])[N:12]([CH2:15][CH3:16])[CH2:13][CH3:14])[CH:7]=[CH:8][CH:9]=1, predict the reactants needed to synthesize it. The reactants are: [N+:1]([C:4]1[CH:5]=[C:6]([O:10][C:11](=[O:17])[N:12]([CH2:15][CH3:16])[CH2:13][CH3:14])[CH:7]=[CH:8][CH:9]=1)([O-])=O. (2) The reactants are: [H-].[Na+].[CH3:3][N:4]1[CH2:9][CH2:8][NH:7][C:6](=[O:10])[CH2:5]1.CS(O[CH2:16][CH:17]1[CH2:22][CH2:21][N:20]([C:23]([O:25][C:26]([CH3:29])([CH3:28])[CH3:27])=[O:24])[CH2:19][CH2:18]1)(=O)=O. Given the product [CH3:3][N:4]1[CH2:9][CH2:8][N:7]([CH2:16][CH:17]2[CH2:22][CH2:21][N:20]([C:23]([O:25][C:26]([CH3:27])([CH3:29])[CH3:28])=[O:24])[CH2:19][CH2:18]2)[C:6](=[O:10])[CH2:5]1, predict the reactants needed to synthesize it. (3) Given the product [O:13]=[C:14]([OH:26])[C@@H:15]([C@H:17]([C@H:19]([C@@H:21]([C:23]([OH:25])=[O:24])[OH:22])[OH:20])[OH:18])[OH:16].[N:1]1[CH:6]=[CH:5][CH:4]=[C:3]([O:7][CH2:8][CH2:9][CH2:10][NH:11][CH3:12])[CH:2]=1.[N:1]1[CH:6]=[CH:5][CH:4]=[C:3]([O:7][CH2:8][CH2:9][CH2:10][NH:11][CH3:12])[CH:2]=1, predict the reactants needed to synthesize it. The reactants are: [N:1]1[CH:6]=[CH:5][CH:4]=[C:3]([O:7][CH2:8][CH2:9][CH2:10][NH:11][CH3:12])[CH:2]=1.[O:13]=[C:14]([OH:26])[C@@H:15]([C@H:17]([C@H:19]([C@@H:21]([C:23]([OH:25])=[O:24])[OH:22])[OH:20])[OH:18])[OH:16].O. (4) Given the product [CH:43]1([CH2:42][N:41]([CH3:40])[C:5]([C:4]2[CH:9]=[CH:10][C:11]3[C:2]([C:3]=2[O:12][CH:13]([C:20]2[CH:25]=[CH:24][CH:23]=[CH:22][CH:21]=2)[C:14]2[CH:19]=[CH:18][CH:17]=[CH:16][CH:15]=2)=[N:1][C:27]2[N:28]=[CH:29][CH:30]=[C:31]([CH3:35])[C:32]=2[CH:33]=3)=[O:7])[CH2:46][CH2:45][CH2:44]1, predict the reactants needed to synthesize it. The reactants are: [NH2:1][C:2]1[C:3]([O:12][CH:13]([C:20]2[CH:25]=[CH:24][CH:23]=[CH:22][CH:21]=2)[C:14]2[CH:19]=[CH:18][CH:17]=[CH:16][CH:15]=2)=[C:4]([CH:9]=[CH:10][CH:11]=1)[C:5]([O:7]C)=O.Br[C:27]1[C:32]([CH:33]=O)=[C:31]([CH3:35])[CH:30]=[CH:29][N:28]=1.C[Al](C)C.[CH3:40][NH:41][CH2:42][CH:43]1[CH2:46][CH2:45][CH2:44]1. (5) Given the product [Cl:1][C:2]1[CH:7]=[CH:6][C:5]([C:8]2[N:9]=[C:10]([C:20]#[N:22])[CH:11]=[CH:12][C:13]=2[O:14][CH2:15][CH:16]2[CH2:18][CH2:17]2)=[CH:4][CH:3]=1, predict the reactants needed to synthesize it. The reactants are: [Cl:1][C:2]1[CH:7]=[CH:6][C:5]([C:8]2[C:13]([O:14][CH2:15][CH:16]3[CH2:18][CH2:17]3)=[CH:12][CH:11]=[CH:10][N+:9]=2[O-])=[CH:4][CH:3]=1.[CH2:20]([N:22](CC)CC)C.CN(C)C(Cl)=O.C[Si](C#N)(C)C. (6) Given the product [CH2:27]([C:29]1[CH:30]=[N:31][N:32]([CH2:35][C:36]([OH:38])=[O:37])[C:33]=1[O:1][CH2:2][CH2:3][N:4]1[CH:8]=[C:7]([C:9]([NH:11][CH2:12][C:13]2[CH:18]=[CH:17][C:16]([C:19]([F:20])([F:22])[F:21])=[CH:15][CH:14]=2)=[O:10])[C:6]([O:23][CH:24]([CH3:26])[CH3:25])=[N:5]1)[CH3:28], predict the reactants needed to synthesize it. The reactants are: [OH:1][CH2:2][CH2:3][N:4]1[CH:8]=[C:7]([C:9]([NH:11][CH2:12][C:13]2[CH:18]=[CH:17][C:16]([C:19]([F:22])([F:21])[F:20])=[CH:15][CH:14]=2)=[O:10])[C:6]([O:23][CH:24]([CH3:26])[CH3:25])=[N:5]1.[CH2:27]([C:29]1[CH:30]=[N:31][N:32]([CH2:35][C:36]([O:38]CC)=[O:37])[C:33]=1O)[CH3:28].C(P(CCCC)CCCC)CCC.N(C(N1CCCCC1)=O)=NC(N1CCCCC1)=O.O1CCCC1CO.[OH-].[Na+].Cl. (7) Given the product [CH2:1]([O:3][C:4]([C:5]1[C:10]([NH:11][C:12]2[CH:17]=[CH:16][C:15]([I:18])=[CH:14][C:13]=2[F:19])=[CH:9][C:8]2[N:7]([CH2:22][CH2:21][N:20]=2)[CH:6]=1)=[O:24])[CH3:2], predict the reactants needed to synthesize it. The reactants are: [CH2:1]([O:3][C:4](=[O:24])[C:5]1[C:10]([NH:11][C:12]2[CH:17]=[CH:16][C:15]([I:18])=[CH:14][C:13]=2[F:19])=[CH:9][C:8]([NH:20][CH2:21][CH2:22]O)=[N:7][CH:6]=1)[CH3:2].C1(C)C=CC(S(Cl)(=O)=O)=CC=1.